From a dataset of Merck oncology drug combination screen with 23,052 pairs across 39 cell lines. Regression. Given two drug SMILES strings and cell line genomic features, predict the synergy score measuring deviation from expected non-interaction effect. (1) Drug 1: COC12C(COC(N)=O)C3=C(C(=O)C(C)=C(N)C3=O)N1CC1NC12. Drug 2: O=C(CCCCCCC(=O)Nc1ccccc1)NO. Cell line: SW620. Synergy scores: synergy=-4.30. (2) Drug 1: Cn1nnc2c(C(N)=O)ncn2c1=O. Drug 2: COC1CC2CCC(C)C(O)(O2)C(=O)C(=O)N2CCCCC2C(=O)OC(C(C)CC2CCC(OP(C)(C)=O)C(OC)C2)CC(=O)C(C)C=C(C)C(O)C(OC)C(=O)C(C)CC(C)C=CC=CC=C1C. Cell line: A2058. Synergy scores: synergy=19.9. (3) Drug 1: CN1C(=O)C=CC2(C)C3CCC4(C)C(NC(=O)OCC(F)(F)F)CCC4C3CCC12. Drug 2: O=P1(N(CCCl)CCCl)NCCCO1. Cell line: EFM192B. Synergy scores: synergy=3.38. (4) Drug 1: O=S1(=O)NC2(CN1CC(F)(F)F)C1CCC2Cc2cc(C=CCN3CCC(C(F)(F)F)CC3)ccc2C1. Drug 2: CC1(c2nc3c(C(N)=O)cccc3[nH]2)CCCN1. Cell line: MDAMB436. Synergy scores: synergy=-2.42. (5) Cell line: LOVO. Drug 2: CCc1cnn2c(NCc3ccc[n+]([O-])c3)cc(N3CCCCC3CCO)nc12. Synergy scores: synergy=-2.04. Drug 1: N.N.O=C(O)C1(C(=O)O)CCC1.[Pt]. (6) Drug 1: CC(=O)OC1C(=O)C2(C)C(O)CC3OCC3(OC(C)=O)C2C(OC(=O)c2ccccc2)C2(O)CC(OC(=O)C(O)C(NC(=O)c3ccccc3)c3ccccc3)C(C)=C1C2(C)C. Drug 2: CCN(CC)CCNC(=O)c1c(C)[nH]c(C=C2C(=O)Nc3ccc(F)cc32)c1C. Cell line: NCIH23. Synergy scores: synergy=-6.73.